The task is: Predict the product of the given reaction.. This data is from Forward reaction prediction with 1.9M reactions from USPTO patents (1976-2016). (1) Given the reactants [CH3:1][C:2]1([C:8]([NH:10][C:11]2[CH:16]=[CH:15][CH:14]=[C:13]([S:17](=[O:20])(=[O:19])[NH2:18])[CH:12]=2)=[O:9])[CH2:7][CH2:6][NH:5][CH2:4][CH2:3]1.Cl[C:22]1[C:23]2[C:30]([CH3:31])=[CH:29][NH:28][C:24]=2[N:25]=[CH:26][N:27]=1.C(N(CC)C(C)C)(C)C, predict the reaction product. The product is: [CH3:1][C:2]1([C:8]([NH:10][C:11]2[CH:16]=[CH:15][CH:14]=[C:13]([S:17](=[O:20])(=[O:19])[NH2:18])[CH:12]=2)=[O:9])[CH2:3][CH2:4][N:5]([C:22]2[C:23]3[C:30]([CH3:31])=[CH:29][NH:28][C:24]=3[N:25]=[CH:26][N:27]=2)[CH2:6][CH2:7]1. (2) Given the reactants [CH:1]1([N:5]([CH3:27])[C:6]2[C:7]([C:20]3[CH:25]=[CH:24][C:23]([F:26])=[CH:22][CH:21]=3)=[N:8][C:9]3[C:14]([N:15]=2)=[CH:13][C:12]([C:16]([O:18]C)=[O:17])=[CH:11][CH:10]=3)[CH2:4][CH2:3][CH2:2]1.[OH-].[Na+].O, predict the reaction product. The product is: [CH:1]1([N:5]([CH3:27])[C:6]2[C:7]([C:20]3[CH:21]=[CH:22][C:23]([F:26])=[CH:24][CH:25]=3)=[N:8][C:9]3[C:14]([N:15]=2)=[CH:13][C:12]([C:16]([OH:18])=[O:17])=[CH:11][CH:10]=3)[CH2:4][CH2:3][CH2:2]1. (3) The product is: [C:2]1([NH:1][C:9]([NH2:10])=[NH:8])[CH:7]=[CH:6][CH:5]=[CH:4][CH:3]=1. Given the reactants [NH2:1][C:2]1[CH:7]=[CH:6][CH:5]=[CH:4][CH:3]=1.[N:8]#[C:9][NH2:10].Cl, predict the reaction product. (4) Given the reactants C(OC([NH:8][C@H:9]([CH2:29][C:30]1[CH:35]=[CH:34][C:33]([Cl:36])=[C:32]([Cl:37])[CH:31]=1)[C:10]([N:12]1[CH2:17][CH2:16][C:15]([CH:23]2[CH2:28][CH2:27][CH2:26][CH2:25][CH2:24]2)([C:18]([O:20][CH2:21][CH3:22])=[O:19])[CH2:14][CH2:13]1)=[O:11])=O)(C)(C)C.ClCCl.FC(F)(F)C(O)=O.[OH-].[Na+], predict the reaction product. The product is: [NH2:8][C@H:9]([CH2:29][C:30]1[CH:35]=[CH:34][C:33]([Cl:36])=[C:32]([Cl:37])[CH:31]=1)[C:10]([N:12]1[CH2:13][CH2:14][C:15]([CH:23]2[CH2:28][CH2:27][CH2:26][CH2:25][CH2:24]2)([C:18]([O:20][CH2:21][CH3:22])=[O:19])[CH2:16][CH2:17]1)=[O:11]. (5) Given the reactants [CH3:1][O:2][C:3]1[CH:4]=[C:5]([CH2:10][C:11]([OH:13])=[O:12])[CH:6]=[C:7]([CH3:9])[CH:8]=1.OS(O)(=O)=O.[CH3:19][CH2:20]O, predict the reaction product. The product is: [CH3:1][O:2][C:3]1[CH:4]=[C:5]([CH2:10][C:11]([O:13][CH2:19][CH3:20])=[O:12])[CH:6]=[C:7]([CH3:9])[CH:8]=1. (6) Given the reactants [Cl:1][C:2]1[CH:3]=[C:4]([CH:8]=[C:9]([Cl:11])[CH:10]=1)[C:5]([OH:7])=O.[CH3:12][Li], predict the reaction product. The product is: [Cl:11][C:9]1[CH:8]=[C:4]([C:5](=[O:7])[CH3:12])[CH:3]=[C:2]([Cl:1])[CH:10]=1. (7) Given the reactants [F:1][C:2]([F:29])([F:28])[C:3]1[CH:23]=[CH:22][C:21]([C:24]([F:27])([F:26])[F:25])=[CH:20][C:4]=1[CH2:5][O:6][C:7]1[CH:8]=[C:9]([C:13]2[N:17]=[N:16][NH:15][C:14]=2[C:18]#[N:19])[CH:10]=[CH:11][CH:12]=1.[C:30](=[O:38])([O:35][CH2:36][CH3:37])[O:31][CH:32](Cl)[CH3:33].C(=O)(O)[O-].[Na+], predict the reaction product. The product is: [CH2:32]([O:31][C:30](=[O:38])[O:35][CH:36]([N:16]1[N:17]=[C:13]([C:9]2[CH:10]=[CH:11][CH:12]=[C:7]([O:6][CH2:5][C:4]3[CH:20]=[C:21]([C:24]([F:26])([F:27])[F:25])[CH:22]=[CH:23][C:3]=3[C:2]([F:1])([F:28])[F:29])[CH:8]=2)[C:14]([C:18]#[N:19])=[N:15]1)[CH3:37])[CH3:33]. (8) The product is: [ClH:25].[ClH:25].[CH:19]1([CH:14]([N:11]2[CH2:10][CH2:9][NH:8][CH2:13][CH2:12]2)[CH2:15][CH:16]([CH3:18])[CH3:17])[CH2:24][CH2:23][CH2:22][CH2:21][CH2:20]1. Given the reactants C(OC([N:8]1[CH2:13][CH2:12][N:11]([CH:14]([CH:19]2[CH2:24][CH2:23][CH2:22][CH2:21][CH2:20]2)[CH2:15][CH:16]([CH3:18])[CH3:17])[CH2:10][CH2:9]1)=O)(C)(C)C.[ClH:25].CCOC(C)=O, predict the reaction product. (9) Given the reactants [F:1][C:2]1[CH:22]=[C:21]([O:23][CH3:24])[CH:20]=[C:19]([F:25])[C:3]=1[CH2:4][CH:5]1[C:9]2=[N:10][C:11]3[CH:16]=[C:15]([F:17])[CH:14]=[CH:13][C:12]=3[N:8]2[C:7](=[O:18])[NH:6]1.FC1C=C(OC)C=C(F)C=1CC1C2=NC3C=CC(F)=CC=3N2C(=O)N1.[NH2:51][C@H:52]1[CH2:57][CH2:56][C@H:55]([OH:58])[CH2:54][CH2:53]1, predict the reaction product. The product is: [F:25][C:19]1[CH:20]=[C:21]([O:23][CH3:24])[CH:22]=[C:2]([F:1])[C:3]=1[CH2:4][CH:5]([NH:6][C:7]([NH:51][C@H:52]1[CH2:57][CH2:56][C@H:55]([OH:58])[CH2:54][CH2:53]1)=[O:18])[C:9]1[NH:8][C:12]2[CH:13]=[CH:14][C:15]([F:17])=[CH:16][C:11]=2[N:10]=1.